The task is: Predict the reactants needed to synthesize the given product.. This data is from Full USPTO retrosynthesis dataset with 1.9M reactions from patents (1976-2016). (1) The reactants are: Cl.[NH2:2][OH:3].C(=O)([O-])[O-].[Na+].[Na+].[C:10]([C:12]1[CH:13]=[N:14][CH:15]=[CH:16][CH:17]=1)#[N:11].O. Given the product [OH:3][N:2]=[C:10]([C:12]1[CH:13]=[N:14][CH:15]=[CH:16][CH:17]=1)[NH2:11], predict the reactants needed to synthesize it. (2) Given the product [CH3:20][O:18][CH:13]([C:10]1[CH:11]=[CH:12][C:7]([C:6]([O:5][C:1]([CH3:4])([CH3:2])[CH3:3])=[O:19])=[CH:8][CH:9]=1)[C:14]([O:16][CH3:17])=[O:15], predict the reactants needed to synthesize it. The reactants are: [C:1]([O:5][C:6](=[O:19])[C:7]1[CH:12]=[CH:11][C:10]([CH:13]([OH:18])[C:14]([O:16][CH3:17])=[O:15])=[CH:9][CH:8]=1)([CH3:4])([CH3:3])[CH3:2].[CH3:20]I.